Dataset: Full USPTO retrosynthesis dataset with 1.9M reactions from patents (1976-2016). Task: Predict the reactants needed to synthesize the given product. (1) The reactants are: [CH3:1][O:2][CH2:3][C:4]1[CH:5]=[C:6]([C:10]([C:12]2[N:16]([CH3:17])[N:15]=[N:14][N:13]=2)=O)[CH:7]=[CH:8][CH:9]=1.Cl.[NH2:19][OH:20]. Given the product [OH:20][N:19]=[C:10]([C:6]1[CH:7]=[CH:8][CH:9]=[C:4]([CH2:3][O:2][CH3:1])[CH:5]=1)[C:12]1[N:16]([CH3:17])[N:15]=[N:14][N:13]=1, predict the reactants needed to synthesize it. (2) The reactants are: [NH2:1][C:2]1[N:3]=[CH:4][C:5]([C:8]2[CH2:13][CH2:12][CH2:11][C:10](=[O:14])[CH:9]=2)=[N:6][CH:7]=1.[Ce].[Cl-].[BH4-].[Na+].S([O-])([O-])(=O)=O.[Na+].[Na+]. Given the product [NH2:1][C:2]1[N:3]=[CH:4][C:5]([C:8]2[CH2:13][CH2:12][CH2:11][CH:10]([OH:14])[CH:9]=2)=[N:6][CH:7]=1, predict the reactants needed to synthesize it.